This data is from Catalyst prediction with 721,799 reactions and 888 catalyst types from USPTO. The task is: Predict which catalyst facilitates the given reaction. Reactant: [H-].[Na+].C(OP([CH:11]([CH3:17])[C:12]([O:14][CH2:15][CH3:16])=[O:13])(OCC)=O)C.[O:18]1[C:22]2([CH2:27][CH2:26][C:25](=O)[CH2:24][CH2:23]2)[O:21][CH2:20][CH2:19]1. Product: [O:18]1[C:22]2([CH2:27][CH2:26][C:25](=[C:11]([CH3:17])[C:12]([O:14][CH2:15][CH3:16])=[O:13])[CH2:24][CH2:23]2)[O:21][CH2:20][CH2:19]1. The catalyst class is: 1.